Regression. Given a peptide amino acid sequence and an MHC pseudo amino acid sequence, predict their binding affinity value. This is MHC class I binding data. From a dataset of Peptide-MHC class I binding affinity with 185,985 pairs from IEDB/IMGT. (1) The peptide sequence is NQFGSVPAL. The MHC is HLA-B57:01 with pseudo-sequence HLA-B57:01. The binding affinity (normalized) is 0.0847. (2) The peptide sequence is KTDGAVTSPL. The MHC is HLA-A02:01 with pseudo-sequence HLA-A02:01. The binding affinity (normalized) is 0.355. (3) The peptide sequence is TMMRHRREL. The MHC is HLA-B15:01 with pseudo-sequence HLA-B15:01. The binding affinity (normalized) is 0.0847.